From a dataset of Reaction yield outcomes from USPTO patents with 853,638 reactions. Predict the reaction yield, written as a fraction of the theoretical maximum amount of product (1.0 means a 100% yield; for example, 0.34 means a 34% yield). (1) The reactants are [Br:1][C:2]1[CH:8]=[CH:7][C:5]([NH2:6])=[CH:4][C:3]=1[CH3:9].Cl[CH2:11][CH2:12][N:13]1[CH2:18][CH2:17][O:16][CH2:15][CH2:14]1.C([O-])([O-])=O.[K+].[K+].N[C@H](C(O)=O)CC1C=C2C(C=CC=C2)=CC=1. The catalyst is CS(C)=O.CCOC(C)=O. The product is [Br:1][C:2]1[CH:8]=[CH:7][C:5]([NH:6][CH2:11][CH2:12][N:13]2[CH2:18][CH2:17][O:16][CH2:15][CH2:14]2)=[CH:4][C:3]=1[CH3:9]. The yield is 0.310. (2) The reactants are C([O:3][C:4]([C:6]1[CH:7]=[C:8]2[C:13](=[CH:14][CH:15]=1)[NH:12][CH:11]([C:16]1[CH:21]=[CH:20][CH:19]=[C:18]([C:22]#[N:23])[CH:17]=1)[CH2:10][C:9]2([CH3:25])[CH3:24])=[O:5])C.[OH-].[Na+].O.Cl. The catalyst is C(#N)C. The product is [C:22]([C:18]1[CH:17]=[C:16]([CH:11]2[CH2:10][C:9]([CH3:25])([CH3:24])[C:8]3[C:13](=[CH:14][CH:15]=[C:6]([C:4]([OH:5])=[O:3])[CH:7]=3)[NH:12]2)[CH:21]=[CH:20][CH:19]=1)#[N:23]. The yield is 0.600. (3) The reactants are [C:1]1([C:7]2[CH:11]=[CH:10][NH:9][C:8]=2[C:12]([NH:14][NH:15][C:16]([O:18]C)=O)=[O:13])[CH:6]=[CH:5][CH:4]=[CH:3][CH:2]=1.[OH-].[K+].C(O)(=O)CC(CC(O)=O)(C(O)=O)O. The catalyst is C(O)C.O. The product is [C:1]1([C:7]2[CH:11]=[CH:10][N:9]3[C:8]=2[C:12](=[O:13])[NH:14][NH:15][C:16]3=[O:18])[CH:6]=[CH:5][CH:4]=[CH:3][CH:2]=1. The yield is 0.860. (4) The reactants are [NH2:1][C@@H:2]([CH2:6][CH3:7])[C:3]([OH:5])=[O:4].Cl[C:9](Cl)([O:11]C(=O)OC(Cl)(Cl)Cl)Cl. The catalyst is O1CCCC1. The product is [CH2:6]([C@H:2]1[C:3](=[O:5])[O:4][C:9](=[O:11])[NH:1]1)[CH3:7]. The yield is 0.890. (5) The reactants are [C:1]([C:4]1[N:5]=[C:6]([NH:32][C:33]2[CH:42]=[CH:41][C:40]3[C:35](=[CH:36][CH:37]=[CH:38][CH:39]=3)[CH:34]=2)[S:7][C:8]=1[NH:9][C:10]([C:12]1[CH:31]=[CH:30][C:15]([CH2:16][N:17]2[CH2:22][CH2:21][N:20](C(OC(C)(C)C)=O)[CH2:19][CH2:18]2)=[CH:14][CH:13]=1)=[O:11])(=[O:3])[NH2:2]. The product is [CH:34]1[C:35]2[C:40](=[CH:39][CH:38]=[CH:37][CH:36]=2)[CH:41]=[CH:42][C:33]=1[NH:32][C:6]1[S:7][C:8]([NH:9][C:10](=[O:11])[C:12]2[CH:13]=[CH:14][C:15]([CH2:16][N:17]3[CH2:18][CH2:19][NH:20][CH2:21][CH2:22]3)=[CH:30][CH:31]=2)=[C:4]([C:1]([NH2:2])=[O:3])[N:5]=1. The yield is 0.680. The catalyst is Cl.O1CCOCC1. (6) The product is [OH:15][C:14]1[N:1]([C:3]2[CH:8]=[C:7]([C:9]#[N:10])[CH:6]=[CH:5][N:4]=2)[N:2]=[C:12]([CH:19]([C:21]2[CH:22]=[CH:23][CH:24]=[CH:25][CH:26]=2)[CH3:20])[CH:13]=1. No catalyst specified. The yield is 0.400. The reactants are [NH:1]([C:3]1[CH:8]=[C:7]([C:9]#[N:10])[CH:6]=[CH:5][N:4]=1)[NH2:2].O=[C:12]([CH:19]([C:21]1[CH:26]=[CH:25][CH:24]=[CH:23][CH:22]=1)[CH3:20])[CH2:13][C:14](OCC)=[O:15].